Dataset: Forward reaction prediction with 1.9M reactions from USPTO patents (1976-2016). Task: Predict the product of the given reaction. (1) Given the reactants CC[C@H]1[C@H]2C[C@H]([C@H](OC3C4C(=CC=CC=4)C(O[C@H](C4C=CN=C5C=4C=C(OC)C=C5)[C@@H]4N5C[C@H](CC)[C@@H](CC5)C4)=NN=3)C3C=CN=C4C=3C=C([O:22]C)C=C4)N(CC2)C1.CS(N)(=O)=O.[F:64][C:65]1[CH:70]=[C:69](/[CH:71]=[CH:72]/[CH3:73])[CH:68]=[C:67]([F:74])[C:66]=1[F:75].S([O-])([O-])=O.[Na+].[Na+].[OH2:82], predict the reaction product. The product is: [F:64][C:65]1[CH:70]=[C:69]([C@H:71]([OH:22])[C@@H:72]([OH:82])[CH3:73])[CH:68]=[C:67]([F:74])[C:66]=1[F:75]. (2) Given the reactants [Cl:1][C:2]1[CH:7]=[CH:6][C:5]([O:8][C:9]2[CH:14]=[CH:13][C:12]([CH:15]([OH:36])[CH:16]([CH2:22][C:23]3[CH:28]=[CH:27][CH:26]=[C:25]([O:29][C:30]([F:35])([F:34])[CH:31]([F:33])[F:32])[CH:24]=3)[C:17]([O:19]CC)=[O:18])=[CH:11][CH:10]=2)=[CH:4][C:3]=1[CH2:37][CH3:38].[OH-].[Na+].Cl, predict the reaction product. The product is: [Cl:1][C:2]1[CH:7]=[CH:6][C:5]([O:8][C:9]2[CH:14]=[CH:13][C:12]([CH:15]([OH:36])[CH:16]([CH2:22][C:23]3[CH:28]=[CH:27][CH:26]=[C:25]([O:29][C:30]([F:35])([F:34])[CH:31]([F:33])[F:32])[CH:24]=3)[C:17]([OH:19])=[O:18])=[CH:11][CH:10]=2)=[CH:4][C:3]=1[CH2:37][CH3:38]. (3) The product is: [CH:1]1([C:4]2[CH:5]=[C:6]([C:20]([OH:22])=[O:21])[C:7]3[C:12]([CH3:13])=[N:11][N:10]([C:14]4[CH:19]=[CH:18][N:17]=[CH:16][CH:15]=4)[C:8]=3[N:9]=2)[CH2:2][CH2:3]1. Given the reactants [CH:1]1([C:4]2[CH:5]=[C:6]([C:20]([O:22]CC)=[O:21])[C:7]3[C:12]([CH3:13])=[N:11][N:10]([C:14]4[CH:19]=[CH:18][N:17]=[CH:16][CH:15]=4)[C:8]=3[N:9]=2)[CH2:3][CH2:2]1.[OH-].[Na+], predict the reaction product.